From a dataset of Forward reaction prediction with 1.9M reactions from USPTO patents (1976-2016). Predict the product of the given reaction. (1) Given the reactants [Cl:1][C:2]1[C:7]([F:8])=[C:6]([C:9]2[N:17]=[C:16]([C:18](=[NH:21])[NH:19][OH:20])[N:15]=[C:14]3[C:10]=2[N:11]([CH2:22][C@H:23]2[CH2:28][CH2:27][C@H:26]([CH3:29])[CH2:25][CH2:24]2)[CH:12]=[N:13]3)[CH:5]=[CH:4][N:3]=1.[C:30](N1C=CN=C1)(N1C=CN=C1)=[O:31].C1CCN2C(=NCCC2)CC1.C(#N)C, predict the reaction product. The product is: [Cl:1][C:2]1[C:7]([F:8])=[C:6]([C:9]2[N:17]=[C:16]([C:18]3[NH:21][C:30](=[O:31])[O:20][N:19]=3)[N:15]=[C:14]3[C:10]=2[N:11]([CH2:22][C@H:23]2[CH2:28][CH2:27][C@H:26]([CH3:29])[CH2:25][CH2:24]2)[CH:12]=[N:13]3)[CH:5]=[CH:4][N:3]=1. (2) Given the reactants CC1C(C)O[C:4]2([CH2:12][C:11]([CH3:14])([CH3:13])[C:10]([C:16]#[C:17][C:18]3[CH:23]=[CH:22][CH:21]=[CH:20][C:19]=3[C:24]([F:27])([F:26])[F:25])([OH:15])[C:9]([CH3:28])=[CH:8]2)[O:3]1.O, predict the reaction product. The product is: [OH:15][C:10]1([C:16]#[C:17][C:18]2[CH:23]=[CH:22][CH:21]=[CH:20][C:19]=2[C:24]([F:25])([F:26])[F:27])[C:11]([CH3:13])([CH3:14])[CH2:12][C:4](=[O:3])[CH:8]=[C:9]1[CH3:28]. (3) The product is: [C:70]([O:69][C@@H:68]1[C@H:64]([O:63][C:55](=[O:62])[C:56]2[CH:61]=[CH:60][CH:59]=[CH:58][CH:57]=2)[C@@H:65]([C:82]([NH:84][CH2:85][CH3:86])=[O:83])[O:66][C@H:67]1[N:39]1[CH:38]=[N:37][C:36]2[C:40]1=[N:41][C:42]([C:44]#[N:45])=[N:43][C:35]=2[NH:34][CH2:33][C:23]1[C:32]2[C:27](=[CH:28][CH:29]=[CH:30][CH:31]=2)[CH:26]=[CH:25][CH:24]=1)(=[O:77])[C:71]1[CH:76]=[CH:75][CH:74]=[CH:73][CH:72]=1. Given the reactants N1(C2CCCCCCCCCC2)CCCCCCCCCN1.[C:23]1([CH2:33][NH:34][C:35]2[N:43]=[C:42]([C:44]#[N:45])[N:41]=[C:40]3[C:36]=2[N:37]=[CH:38][NH:39]3)[C:32]2[C:27](=[CH:28][CH:29]=[CH:30][CH:31]=2)[CH:26]=[CH:25][CH:24]=1.C([O-])(=O)C1C=CC=CC=1.[C:55]([O:63][C@H:64]1[C@@H:68]([O:69][C:70](=[O:77])[C:71]2[CH:76]=[CH:75][CH:74]=[CH:73][CH:72]=2)[C@H:67](OC(=O)C)[O:66][C@@H:65]1[C:82]([NH:84][CH2:85][CH3:86])=[O:83])(=[O:62])[C:56]1[CH:61]=[CH:60][CH:59]=[CH:58][CH:57]=1.FC(F)(F)S(O[Si](C)(C)C)(=O)=O, predict the reaction product. (4) Given the reactants [F:1][B:2]([O:4][C:5]([C:7]1[C:16](=[O:17])[C:15]2[C:10](=[C:11]([O:20][CH2:21]F)[C:12]([F:19])=[C:13]([F:18])[CH:14]=2)[N:9]([CH:23]2[CH2:25][CH2:24]2)[CH:8]=1)=[O:6])[F:3].[CH:26]1(N2C3C(=C(C)C(F)=C(F)C=3OC)C(=O)C=C2C(O)=O)CC1, predict the reaction product. The product is: [F:1][B:2]([O:4][C:5]([C:7]1[C:16](=[O:17])[C:15]2[C:10](=[C:11]([O:20][CH3:21])[C:12]([F:19])=[C:13]([F:18])[C:14]=2[CH3:26])[N:9]([CH:23]2[CH2:24][CH2:25]2)[CH:8]=1)=[O:6])[F:3]. (5) Given the reactants Br[C:2]1[CH:3]=[CH:4][C:5]([C:8]2[CH2:12][CH:11]([C:13]3([OH:20])[CH2:17][CH2:16][S:15](=[O:19])(=[O:18])[CH2:14]3)[O:10][N:9]=2)=[N:6][CH:7]=1.[F:21][C:22]1[CH:23]=[C:24]([N:42]2[CH2:46][C@H:45]([CH2:47][N:48]3[CH:52]=[CH:51][N:50]=[N:49]3)[O:44][C:43]2=[O:53])[CH:25]=[CH:26][C:27]=1C1C=[N+]([O-])C(C2CC(CO)ON=2)=CC=1.C(=O)([O-])[O-].[K+].[K+], predict the reaction product. The product is: [F:21][C:22]1[CH:23]=[C:24]([N:42]2[CH2:46][C@H:45]([CH2:47][N:48]3[CH:52]=[CH:51][N:50]=[N:49]3)[O:44][C:43]2=[O:53])[CH:25]=[CH:26][C:27]=1[C:2]1[CH:7]=[N:6][C:5]([C:8]2[CH2:12][CH:11]([C:13]3([OH:20])[CH2:17][CH2:16][S:15](=[O:19])(=[O:18])[CH2:14]3)[O:10][N:9]=2)=[CH:4][CH:3]=1. (6) Given the reactants [CH2:1]([C@@H:8](/[CH:24]=[CH:25]/[CH2:26][C:27]([N:29]1[C@@H:33]([CH2:34][C:35]2[CH:40]=[CH:39][CH:38]=[CH:37][CH:36]=2)[CH2:32][O:31][C:30]1=[O:41])=[O:28])[C:9]([N:11]1[C@@H:15]([CH2:16][C:17]2[CH:22]=[CH:21][CH:20]=[CH:19][CH:18]=2)[CH2:14][O:13][C:12]1=[O:23])=[O:10])[C:2]1[CH:7]=[CH:6][CH:5]=[CH:4][CH:3]=1.C[Si]([N-][Si](C)(C)C)(C)C.[Na+].[CH2:52](I)[CH3:53].[NH4+].[Cl-], predict the reaction product. The product is: [CH2:1]([C@@H:8](/[CH:24]=[CH:25]/[C@H:26]([CH2:52][CH3:53])[C:27]([N:29]1[C@@H:33]([CH2:34][C:35]2[CH:36]=[CH:37][CH:38]=[CH:39][CH:40]=2)[CH2:32][O:31][C:30]1=[O:41])=[O:28])[C:9]([N:11]1[C@@H:15]([CH2:16][C:17]2[CH:22]=[CH:21][CH:20]=[CH:19][CH:18]=2)[CH2:14][O:13][C:12]1=[O:23])=[O:10])[C:2]1[CH:3]=[CH:4][CH:5]=[CH:6][CH:7]=1. (7) Given the reactants Cl[C:2]1[C:11]2[C:6](=[CH:7][C:8]([Cl:12])=[CH:9][CH:10]=2)[N:5]=[CH:4][CH:3]=1.C1(O)C=CC=CC=1.[C:20]12([NH:30]CCCN)[CH2:29][CH:24]3[CH2:25][CH:26]([CH2:28][CH:22]([CH2:23]3)[CH2:21]1)[CH2:27]2.[NH2:35][C:36]12CC3CC(C[CH:38](C3)[CH2:37]1)C2.ClC1C=C2C(C(NC34CC5CC(CC(C5)C3)C4)=CC=N2)=CC=1.[OH-].[K+], predict the reaction product. The product is: [Cl:12][C:8]1[CH:7]=[C:6]2[C:11]([CH:2]=[C:3]([NH:30][C:20]34[CH2:27][CH:26]5[CH2:25][CH:24]([CH2:23][CH:22]([CH2:28]5)[CH2:21]3)[CH2:29]4)[C:4]([CH2:38][CH2:37][CH2:36][NH2:35])=[N:5]2)=[CH:10][CH:9]=1.